From a dataset of Reaction yield outcomes from USPTO patents with 853,638 reactions. Predict the reaction yield, written as a fraction of the theoretical maximum amount of product (1.0 means a 100% yield; for example, 0.34 means a 34% yield). (1) The reactants are CON(C)[C:4]([C:6]1[C:14]2[O:13][C:12]([C:15]3[CH:20]=[CH:19][C:18]([OH:21])=[CH:17][CH:16]=3)=[CH:11][C:10]=2[CH:9]=[C:8]([OH:22])[CH:7]=1)=[O:5].[H-].[H-].[H-].[H-].[Li+].[Al+3]. The catalyst is C1COCC1. The product is [OH:22][C:8]1[CH:7]=[C:6]([CH:4]=[O:5])[C:14]2[O:13][C:12]([C:15]3[CH:16]=[CH:17][C:18]([OH:21])=[CH:19][CH:20]=3)=[CH:11][C:10]=2[CH:9]=1. The yield is 0.510. (2) The reactants are [CH3:1][N:2]1[C:6]([NH:7][C:8](=[O:16])OC2C=CC=CC=2)=[CH:5][C:4]([C:17]([F:20])([F:19])[F:18])=[N:3]1.[CH3:21][O:22][C:23]1[CH:24]=[C:25]2[C:30](=[CH:31][C:32]=1[O:33][CH3:34])[N:29]=[CH:28][N:27]=[C:26]2[S:35][C:36]1[CH:37]=[C:38]([CH:40]=[CH:41][CH:42]=1)[NH2:39].C(N(CC)C(C)C)(C)C. The catalyst is C1COCC1. The product is [CH3:21][O:22][C:23]1[CH:24]=[C:25]2[C:30](=[CH:31][C:32]=1[O:33][CH3:34])[N:29]=[CH:28][N:27]=[C:26]2[S:35][C:36]1[CH:37]=[C:38]([NH:39][C:8]([NH:7][C:6]2[N:2]([CH3:1])[N:3]=[C:4]([C:17]([F:18])([F:19])[F:20])[CH:5]=2)=[O:16])[CH:40]=[CH:41][CH:42]=1. The yield is 0.170.